Task: Predict the reaction yield, written as a fraction of the theoretical maximum amount of product (1.0 means a 100% yield; for example, 0.34 means a 34% yield).. Dataset: Reaction yield outcomes from USPTO patents with 853,638 reactions (1) The reactants are [Br:1][C:2]1[CH:7]=[CH:6][C:5]([C:8]2[CH2:12][C:11]([C:17]3[CH:22]=[C:21]([Cl:23])[CH:20]=[C:19]([Cl:24])[CH:18]=3)([C:13]([F:16])([F:15])[F:14])[O:10][N:9]=2)=[CH:4][C:3]=1[CH2:25]Br.[CH3:27][C:28]([O-:30])=[O:29].[Na+]. The catalyst is CC(O)=O. The product is [C:28]([O:30][CH2:25][C:3]1[CH:4]=[C:5]([C:8]2[CH2:12][C:11]([C:17]3[CH:22]=[C:21]([Cl:23])[CH:20]=[C:19]([Cl:24])[CH:18]=3)([C:13]([F:16])([F:15])[F:14])[O:10][N:9]=2)[CH:6]=[CH:7][C:2]=1[Br:1])(=[O:29])[CH3:27]. The yield is 0.850. (2) The reactants are C[N:2](/[CH:4]=[C:5]1/[C:6](=O)[C:7]2[CH:8]=[N:9][C:10]([NH:15][CH3:16])=[N:11][C:12]=2[CH2:13][CH2:14]/1)[CH3:3].[CH3:18][O:19][C:20]1[CH:32]=[CH:31][C:23]([CH2:24][N:25]2C(N)=[CH:28][CH:27]=[N:26]2)=[CH:22][CH:21]=1. The catalyst is C(O)(C)C. The product is [CH3:18][O:19][C:20]1[CH:32]=[CH:31][C:23]([CH2:24][N:25]2[C:3]3[N:2]=[CH:4][C:5]4[CH2:14][CH2:13][C:12]5[N:11]=[C:10]([NH:15][CH3:16])[N:9]=[CH:8][C:7]=5[C:6]=4[C:28]=3[CH:27]=[N:26]2)=[CH:22][CH:21]=1. The yield is 0.220. (3) The reactants are [F:1][C:2]1[CH:3]=[C:4]([C:10]2[C:15]([C:16]3[CH:21]=[CH:20][C:19]([O:22][CH3:23])=[CH:18][CH:17]=3)=[N:14][NH:13][C:12](=[O:24])[CH:11]=2)[CH:5]=[CH:6][C:7]=1[O:8][CH3:9].[CH2:25](Br)[C:26]1[CH:31]=[CH:30][CH:29]=[CH:28][CH:27]=1. No catalyst specified. The product is [CH2:25]([N:13]1[C:12](=[O:24])[CH:11]=[C:10]([C:4]2[CH:5]=[CH:6][C:7]([O:8][CH3:9])=[C:2]([F:1])[CH:3]=2)[C:15]([C:16]2[CH:17]=[CH:18][C:19]([O:22][CH3:23])=[CH:20][CH:21]=2)=[N:14]1)[C:26]1[CH:31]=[CH:30][CH:29]=[CH:28][CH:27]=1. The yield is 0.956. (4) The reactants are C(OC([N:8](C(OC(C)(C)C)=O)[C:9]1[C:10]([C:16]2[N:20](C(OC(C)(C)C)=O)[C:19]3[CH:28]=[C:29]([CH3:32])[CH:30]=[CH:31][C:18]=3[N:17]=2)=[N:11][C:12](Br)=[CH:13][N:14]=1)=O)(C)(C)C.[NH:40]1[CH2:45][CH2:44]S[CH2:42][CH2:41]1.C1C=C(Cl)C=C(C(OO)=O)C=1.C(O)(C(F)(F)F)=O.C([O-])([O-])=O.[Na+].[Na+].[O-:70][S:71]([O-:74])(=S)=O.[Na+].[Na+]. The product is [O:70]=[S:71]1(=[O:74])[CH2:44][CH2:45][N:40]([C:12]2[N:11]=[C:10]([C:16]3[NH:20][C:19]4[CH:28]=[C:29]([CH3:32])[CH:30]=[CH:31][C:18]=4[N:17]=3)[C:9]([NH2:8])=[N:14][CH:13]=2)[CH2:41][CH2:42]1. The catalyst is CN(C=O)C.CCOC(C)=O. The yield is 0.310. (5) The reactants are [OH:1][C:2]1[CH:7]=[CH:6][C:5]([C:8](=O)[CH2:9][CH2:10][C:11]([C:13]2[CH:21]=[CH:20][C:16]([C:17]([OH:19])=[O:18])=[CH:15][CH:14]=2)=O)=[CH:4][CH:3]=1.C1(C)C=CC(S(O)(=O)=O)=CC=1.[NH3:34]. The catalyst is CCO.O. The product is [OH:1][C:2]1[CH:7]=[CH:6][C:5]([C:8]2[NH:34][C:11]([C:13]3[CH:21]=[CH:20][C:16]([C:17]([OH:19])=[O:18])=[CH:15][CH:14]=3)=[CH:10][CH:9]=2)=[CH:4][CH:3]=1. The yield is 0.430. (6) The reactants are [Br:1][C:2]1[CH:3]=[C:4]2[C:9](=[CH:10][CH:11]=1)[N:8]=[C:7](O)[N:6]=[CH:5]2.P(Cl)(Cl)([Cl:15])=O. No catalyst specified. The yield is 0.870. The product is [Br:1][C:2]1[CH:3]=[C:4]2[C:9](=[CH:10][CH:11]=1)[N:8]=[C:7]([Cl:15])[N:6]=[CH:5]2.